This data is from Forward reaction prediction with 1.9M reactions from USPTO patents (1976-2016). The task is: Predict the product of the given reaction. (1) Given the reactants [Br:1][C:2]1[CH:7]=[C:6]([CH2:8][CH:9]([C:18]2[CH:23]=[CH:22][CH:21]=[CH:20][CH:19]=2)[C:10](=[O:17])[C:11]2[CH:16]=[CH:15][CH:14]=[CH:13][CH:12]=2)[CH:5]=[CH:4][C:3]=1[C:24]1[S:28](=[O:30])(=[O:29])[N:27](C(C)(C)C)[C:26](=[O:35])[CH:25]=1, predict the reaction product. The product is: [Br:1][C:2]1[CH:7]=[C:6]([CH2:8][CH:9]([C:18]2[CH:23]=[CH:22][CH:21]=[CH:20][CH:19]=2)[C:10](=[O:17])[C:11]2[CH:12]=[CH:13][CH:14]=[CH:15][CH:16]=2)[CH:5]=[CH:4][C:3]=1[C:24]1[S:28](=[O:29])(=[O:30])[NH:27][C:26](=[O:35])[CH:25]=1. (2) Given the reactants [O:1]1[C:5]2([CH2:10][CH2:9][CH:8]([CH:11]=[CH:12][C:13](Cl)=[O:14])[CH2:7][CH2:6]2)[O:4][CH2:3][CH2:2]1.[Br:16][C:17]1[CH:18]=[C:19]([NH2:24])[C:20]([NH2:23])=[CH:21][CH:22]=1.CN1CCOCC1.C(OCC)(=O)C, predict the reaction product. The product is: [NH2:24][C:19]1[CH:18]=[C:17]([Br:16])[CH:22]=[CH:21][C:20]=1[NH:23][C:13](=[O:14])[CH:12]=[CH:11][CH:8]1[CH2:9][CH2:10][C:5]2([O:4][CH2:3][CH2:2][O:1]2)[CH2:6][CH2:7]1. (3) Given the reactants C([O:8][C:9]1[N:14]=[C:13]([C:15]([C:17]2[CH:18]=[C:19]([CH:22]=[C:23]([CH3:25])[CH:24]=2)[C:20]#[N:21])=[O:16])[C:12]([CH2:26][CH3:27])=[C:11]([O:28]CC2C=CC=CC=2)[N:10]=1)C1C=CC=CC=1, predict the reaction product. The product is: [CH2:26]([C:12]1[C:11](=[O:28])[NH:10][C:9](=[O:8])[NH:14][C:13]=1[C:15]([C:17]1[CH:18]=[C:19]([CH:22]=[C:23]([CH3:25])[CH:24]=1)[C:20]#[N:21])=[O:16])[CH3:27]. (4) Given the reactants [F:1][C:2]1[CH:7]=[C:6]([F:8])[CH:5]=[CH:4][C:3]=1[NH:9][C:10](=[O:29])[NH:11][C:12]1[CH:17]=[CH:16][C:15]([C:18]2[CH:22]=[C:21]([C:23]([O:25]CC)=[O:24])[O:20][N:19]=2)=[CH:14][C:13]=1[CH3:28].FC1C=CC=C(F)C=1NC(=O)NC1C=CC(C2C=C(C(O)=O)ON=2)=CC=1C, predict the reaction product. The product is: [F:1][C:2]1[CH:7]=[C:6]([F:8])[CH:5]=[CH:4][C:3]=1[NH:9][C:10](=[O:29])[NH:11][C:12]1[CH:17]=[CH:16][C:15]([C:18]2[CH:22]=[C:21]([C:23]([OH:25])=[O:24])[O:20][N:19]=2)=[CH:14][C:13]=1[CH3:28].